Dataset: Forward reaction prediction with 1.9M reactions from USPTO patents (1976-2016). Task: Predict the product of the given reaction. (1) Given the reactants Cl[C:2]1[N:7]=[CH:6][C:5]([CH2:8][N:9]([CH3:23])[CH:10]2[CH2:15][CH2:14][N:13]([C:16]([O:18][C:19]([CH3:22])([CH3:21])[CH3:20])=[O:17])[CH2:12][CH2:11]2)=[CH:4][CH:3]=1.[C:24]([C:26]1[CH:31]=[CH:30][C:29](B(O)O)=[CH:28][CH:27]=1)#[N:25].C([O-])([O-])=O.[K+].[K+].O1CCOCC1, predict the reaction product. The product is: [C:24]([C:26]1[CH:31]=[CH:30][C:29]([C:2]2[N:7]=[CH:6][C:5]([CH2:8][N:9]([CH3:23])[CH:10]3[CH2:15][CH2:14][N:13]([C:16]([O:18][C:19]([CH3:22])([CH3:21])[CH3:20])=[O:17])[CH2:12][CH2:11]3)=[CH:4][CH:3]=2)=[CH:28][CH:27]=1)#[N:25]. (2) Given the reactants C(N=C=NC(C)C)(C)C.C1[C:22]2[CH:21]([CH2:23][O:24]C(NC(C)(C)C(O)=O)=O)[C:20]3[C:15](=[CH:16][CH:17]=[CH:18][CH:19]=3)[C:14]=2C=CC=1.C([CH2:51][C:52]([NH2:57])([CH3:56])[C:53]([OH:55])=[O:54])(OCC1C2C(=CC=CC=2)C2C1=CC=CC=2)=O.N1CCCCC1.[OH:64][C:65]1C2C(=CC=CC=2)C=CC=1C(O)=O.ON1C2C=CC=CC=2N=N1.C1C=CC2S(=O)(=O)OC(C3C=C(Br)C(O)=C(Br)C=3)(C3C=C(Br)C(O)=C(Br)C=3)C=2C=1, predict the reaction product. The product is: [OH:64][C:65]1[C:20]2[C:15](=[CH:16][CH:17]=[CH:18][CH:19]=2)[CH:14]=[CH:22][C:21]=1[C:23]([NH:57][C:52]([CH3:56])([CH3:51])[C:53]([OH:55])=[O:54])=[O:24].